Dataset: Peptide-MHC class II binding affinity with 134,281 pairs from IEDB. Task: Regression. Given a peptide amino acid sequence and an MHC pseudo amino acid sequence, predict their binding affinity value. This is MHC class II binding data. (1) The peptide sequence is LIEKINAGFKAALAA. The MHC is HLA-DQA10401-DQB10402 with pseudo-sequence HLA-DQA10401-DQB10402. The binding affinity (normalized) is 0.500. (2) The peptide sequence is AAGAATTAAGAASGA. The MHC is DRB3_0202 with pseudo-sequence DRB3_0202. The binding affinity (normalized) is 0.0422. (3) The peptide sequence is IQHVSVNNLNVGRSPEEILR. The MHC is HLA-DQA10301-DQB10302 with pseudo-sequence HLA-DQA10301-DQB10302. The binding affinity (normalized) is 0.